From a dataset of Full USPTO retrosynthesis dataset with 1.9M reactions from patents (1976-2016). Predict the reactants needed to synthesize the given product. Given the product [N:25]1([C:30]2[CH:35]=[CH:34][C:33]([O:36][CH2:2][C:3]3[N:4]=[C:5]([CH:8]4[CH2:13][CH2:12][CH:11]([NH:14][C:15](=[O:24])[O:16][CH2:17][C:18]5[CH:23]=[CH:22][CH:21]=[CH:20][CH:19]=5)[CH2:10][CH2:9]4)[S:6][CH:7]=3)=[CH:32][CH:31]=2)[CH:29]=[N:28][N:27]=[N:26]1, predict the reactants needed to synthesize it. The reactants are: Cl[CH2:2][C:3]1[N:4]=[C:5]([CH:8]2[CH2:13][CH2:12][CH:11]([NH:14][C:15](=[O:24])[O:16][CH2:17][C:18]3[CH:23]=[CH:22][CH:21]=[CH:20][CH:19]=3)[CH2:10][CH2:9]2)[S:6][CH:7]=1.[N:25]1([C:30]2[CH:35]=[CH:34][C:33]([OH:36])=[CH:32][CH:31]=2)[CH:29]=[N:28][N:27]=[N:26]1.C([O-])([O-])=O.[K+].[K+].